From a dataset of Reaction yield outcomes from USPTO patents with 853,638 reactions. Predict the reaction yield, written as a fraction of the theoretical maximum amount of product (1.0 means a 100% yield; for example, 0.34 means a 34% yield). The reactants are [F:1][C:2]1[CH:3]=[C:4]2[C:17](=[CH:18][CH:19]=1)[C:16]1[C:7](=[C:8]3[C:13](=[CH:14][CH:15]=1)[CH:12]=[C:11]([O:20]S(C)(=O)=O)[CH:10]=[CH:9]3)[CH:6]([C:25]1[CH:30]=[CH:29][C:28]([O:31][CH2:32][CH2:33][N:34]3[CH2:39][CH2:38][CH2:37][CH2:36][CH2:35]3)=[CH:27][CH:26]=1)[S:5]2.[OH-].[K+].[Cl-:42].[NH4+]. The catalyst is CO. The product is [ClH:42].[F:1][C:2]1[CH:3]=[C:4]2[C:17](=[CH:18][CH:19]=1)[C:16]1[C:7](=[C:8]3[C:13](=[CH:14][CH:15]=1)[CH:12]=[C:11]([OH:20])[CH:10]=[CH:9]3)[CH:6]([C:25]1[CH:26]=[CH:27][C:28]([O:31][CH2:32][CH2:33][N:34]3[CH2:35][CH2:36][CH2:37][CH2:38][CH2:39]3)=[CH:29][CH:30]=1)[S:5]2. The yield is 0.820.